From a dataset of Full USPTO retrosynthesis dataset with 1.9M reactions from patents (1976-2016). Predict the reactants needed to synthesize the given product. Given the product [OH:17][C:4]1[N:3]=[C:2]([OH:1])[CH:7]=[C:6]([CH2:8][CH2:9][CH2:10][O:11][CH3:12])[N:5]=1, predict the reactants needed to synthesize it. The reactants are: [OH:1][C:2]1(S)[CH:7]=[C:6]([CH2:8][CH2:9][CH2:10][O:11][CH3:12])[N:5]=[CH:4][NH:3]1.ClCC(O)=[O:17].[OH-].[Na+].